From a dataset of Merck oncology drug combination screen with 23,052 pairs across 39 cell lines. Regression. Given two drug SMILES strings and cell line genomic features, predict the synergy score measuring deviation from expected non-interaction effect. (1) Drug 1: COC12C(COC(N)=O)C3=C(C(=O)C(C)=C(N)C3=O)N1CC1NC12. Drug 2: O=C(CCCCCCC(=O)Nc1ccccc1)NO. Cell line: RKO. Synergy scores: synergy=-7.95. (2) Drug 1: CN(C)C(=N)N=C(N)N. Drug 2: CNC(=O)c1cc(Oc2ccc(NC(=O)Nc3ccc(Cl)c(C(F)(F)F)c3)cc2)ccn1. Cell line: A375. Synergy scores: synergy=13.4. (3) Drug 1: O=c1[nH]cc(F)c(=O)[nH]1. Drug 2: C=CCn1c(=O)c2cnc(Nc3ccc(N4CCN(C)CC4)cc3)nc2n1-c1cccc(C(C)(C)O)n1. Cell line: PA1. Synergy scores: synergy=25.1. (4) Drug 1: CS(=O)(=O)CCNCc1ccc(-c2ccc3ncnc(Nc4ccc(OCc5cccc(F)c5)c(Cl)c4)c3c2)o1. Drug 2: NC1(c2ccc(-c3nc4ccn5c(=O)[nH]nc5c4cc3-c3ccccc3)cc2)CCC1. Cell line: NCIH23. Synergy scores: synergy=-17.0. (5) Synergy scores: synergy=16.5. Drug 2: Cn1cc(-c2cnn3c(N)c(Br)c(C4CCCNC4)nc23)cn1. Cell line: OV90. Drug 1: Cn1c(=O)n(-c2ccc(C(C)(C)C#N)cc2)c2c3cc(-c4cnc5ccccc5c4)ccc3ncc21. (6) Drug 1: N#Cc1ccc(Cn2cncc2CN2CCN(c3cccc(Cl)c3)C(=O)C2)cc1. Drug 2: Nc1ccn(C2OC(CO)C(O)C2(F)F)c(=O)n1. Cell line: SW837. Synergy scores: synergy=7.02. (7) Drug 1: CN1C(=O)C=CC2(C)C3CCC4(C)C(NC(=O)OCC(F)(F)F)CCC4C3CCC12. Drug 2: Cn1cc(-c2cnn3c(N)c(Br)c(C4CCCNC4)nc23)cn1. Cell line: KPL1. Synergy scores: synergy=0.765.